From a dataset of Forward reaction prediction with 1.9M reactions from USPTO patents (1976-2016). Predict the product of the given reaction. (1) The product is: [CH2:20]([O:22][C:23]1[CH:24]=[C:25]([CH:28]=[CH:29][C:30]=1[CH3:31])[CH2:26][N:17]1[CH2:18][CH2:19][CH:14]([NH:13][C:11]2[O:12][C:8]3[CH:7]=[CH:6][CH:5]=[C:4]([N+:1]([O-:3])=[O:2])[C:9]=3[N:10]=2)[CH2:15][CH2:16]1)[CH3:21]. Given the reactants [N+:1]([C:4]1[C:9]2[N:10]=[C:11]([NH:13][CH:14]3[CH2:19][CH2:18][NH:17][CH2:16][CH2:15]3)[O:12][C:8]=2[CH:7]=[CH:6][CH:5]=1)([O-:3])=[O:2].[CH2:20]([O:22][C:23]1[CH:24]=[C:25]([CH:28]=[CH:29][C:30]=1[CH3:31])[CH:26]=O)[CH3:21].OC1C=C(C=CC=1C)C=O.C(I)C.C([O-])([O-])=O.[K+].[K+].C([BH3-])#N.[Na+].C(N(C(C)C)C(C)C)C, predict the reaction product. (2) Given the reactants [CH2:1]([N:8]1[CH2:14][C:13]2[N:15]=[CH:16][C:17](Cl)=[N:18][C:12]=2[O:11][CH2:10][CH2:9]1)[C:2]1[CH:7]=[CH:6][CH:5]=[CH:4][CH:3]=1.[CH2:20]([C@@H:22]1[CH2:27][O:26][CH2:25][CH2:24][NH:23]1)[CH3:21].CC(C1C=C(C(C)C)C(C2C=CC=CC=2P(C2CCCCC2)C2CCCCC2)=C(C(C)C)C=1)C.CC(C)([O-])C.[Na+], predict the reaction product. The product is: [CH2:1]([N:8]1[CH2:14][C:13]2[N:15]=[CH:16][C:17]([N:23]3[CH2:24][CH2:25][O:26][CH2:27][C@H:22]3[CH2:20][CH3:21])=[N:18][C:12]=2[O:11][CH2:10][CH2:9]1)[C:2]1[CH:7]=[CH:6][CH:5]=[CH:4][CH:3]=1. (3) The product is: [NH2:14][P:15]([CH2:18][C:19]1[CH:20]=[CH:21][CH:22]=[CH:23][CH:24]=1)(=[O:16])[OH:17]. Given the reactants C([NH:14][P:15]([CH2:18][C:19]1[CH:24]=[CH:23][CH:22]=[CH:21][CH:20]=1)(=[O:17])[OH:16])(C1C=CC=CC=1)C1C=CC=CC=1, predict the reaction product. (4) The product is: [Cl:21][C:18]1[CH:19]=[CH:20][C:15]([CH2:14][NH:13][C:11]([C:8]2[C:9](=[O:10])[C:4]3[CH:3]=[C:2]([C:27]#[C:26][CH2:25][CH2:24][OH:28])[O:23][C:5]=3[N:6]([CH3:22])[CH:7]=2)=[O:12])=[CH:16][CH:17]=1. Given the reactants Br[C:2]1[O:23][C:5]2[N:6]([CH3:22])[CH:7]=[C:8]([C:11]([NH:13][CH2:14][C:15]3[CH:20]=[CH:19][C:18]([Cl:21])=[CH:17][CH:16]=3)=[O:12])[C:9](=[O:10])[C:4]=2[CH:3]=1.[CH2:24]([OH:28])[CH2:25][C:26]#[CH:27], predict the reaction product.